Task: Predict the reaction yield, written as a fraction of the theoretical maximum amount of product (1.0 means a 100% yield; for example, 0.34 means a 34% yield).. Dataset: Reaction yield outcomes from USPTO patents with 853,638 reactions (1) The catalyst is [Br-].C([N+](CCCC)(CCCC)CCCC)CCC.CN(C)C=O.C([O-])(=O)C.[Pd+2].C([O-])(=O)C. The product is [CH3:16][O:15][C:8]1[C:9]2[O:10][CH2:11][C:12]([CH3:14])([CH3:13])[C:2]=2[CH:3]=[C:4]([CH:5]=[O:6])[CH:7]=1. The yield is 0.570. The reactants are I[C:2]1[CH:3]=[C:4]([CH:7]=[C:8]([O:15][CH3:16])[C:9]=1[O:10][CH2:11][C:12]([CH3:14])=[CH2:13])[CH:5]=[O:6].C(=O)([O-])[O-].[K+].[K+].C([O-])=O.[Na+]. (2) The reactants are C([N:8]1[C:12]2[N:13]=[C:14]([NH:27][C:28]3[CH:35]=[CH:34][C:31]([C:32]#[N:33])=[CH:30][CH:29]=3)[N:15]=[C:16]([NH:17][C:18]3[C:23]([CH3:24])=[CH:22][C:21]([CH3:25])=[CH:20][C:19]=3[CH3:26])[C:11]=2[CH:10]=[CH:9]1)C1C=CC=CC=1.[Cl-].[Al+3].[Cl-].[Cl-]. The catalyst is ClC1C=CC=CC=1Cl. The product is [CH3:26][C:19]1[CH:20]=[C:21]([CH3:25])[CH:22]=[C:23]([CH3:24])[C:18]=1[NH:17][C:16]1[C:11]2[CH:10]=[CH:9][NH:8][C:12]=2[N:13]=[C:14]([NH:27][C:28]2[CH:29]=[CH:30][C:31]([C:32]#[N:33])=[CH:34][CH:35]=2)[N:15]=1. The yield is 0.190.